Dataset: Full USPTO retrosynthesis dataset with 1.9M reactions from patents (1976-2016). Task: Predict the reactants needed to synthesize the given product. (1) Given the product [Br:1][C:2]1[CH:3]=[C:4]2[C:8](=[CH:9][C:10]=1[N+:11]([O-:13])=[O:12])[NH:7][CH:6]=[CH:5]2, predict the reactants needed to synthesize it. The reactants are: [Br:1][C:2]1[CH:3]=[C:4]2[C:8](=[CH:9][C:10]=1[N+:11]([O-:13])=[O:12])[NH:7][CH2:6][CH2:5]2.C(C1C(=O)C(Cl)=C(Cl)C(=O)C=1C#N)#N. (2) Given the product [I:10][C:8]1[CH:9]=[C:5]([C:3]([OH:4])=[O:13])[NH:6][CH:7]=1, predict the reactants needed to synthesize it. The reactants are: ClC(Cl)(Cl)[C:3]([C:5]1[NH:6][CH:7]=[C:8]([I:10])[CH:9]=1)=[O:4].[OH-:13].[K+].Cl. (3) Given the product [CH2:34]([N:22]1[CH:23]=[C:24]([C:26]2[CH:31]=[CH:30][C:29]([Cl:32])=[CH:28][C:27]=2[Cl:33])[N:25]=[C:21]1[C@@H:20]([NH:38][C:51]([C@H:48]1[CH2:47][CH2:46][C@H:45]([CH2:40][CH2:41][CH2:42][CH2:43][CH3:44])[CH2:50][CH2:49]1)=[O:53])[CH2:19][C:16]1[CH:17]=[CH:18][C:13]([O:12][CH2:11][C:8]2[CH:7]=[CH:6][C:5]([C:4]([OH:39])=[O:3])=[CH:10][CH:9]=2)=[CH:14][CH:15]=1)[CH2:35][CH2:36][CH3:37], predict the reactants needed to synthesize it. The reactants are: Cl.C[O:3][C:4](=[O:39])[C:5]1[CH:10]=[CH:9][C:8]([CH2:11][O:12][C:13]2[CH:18]=[CH:17][C:16]([CH2:19][C@H:20]([NH2:38])[C:21]3[N:22]([CH2:34][CH2:35][CH2:36][CH3:37])[CH:23]=[C:24]([C:26]4[CH:31]=[CH:30][C:29]([Cl:32])=[CH:28][C:27]=4[Cl:33])[N:25]=3)=[CH:15][CH:14]=2)=[CH:7][CH:6]=1.[CH2:40]([C@H:45]1[CH2:50][CH2:49][C@H:48]([C:51]([OH:53])=O)[CH2:47][CH2:46]1)[CH2:41][CH2:42][CH2:43][CH3:44].